Dataset: Reaction yield outcomes from USPTO patents with 853,638 reactions. Task: Predict the reaction yield, written as a fraction of the theoretical maximum amount of product (1.0 means a 100% yield; for example, 0.34 means a 34% yield). The reactants are N(OC(C)(C)C)=O.N[C:9]1[C:18]([O:19][CH:20]([CH3:22])[CH3:21])=[CH:17][C:12]([C:13]([O:15][CH3:16])=[O:14])=[CH:11][C:10]=1[O:23][CH:24]([CH3:26])[CH3:25].[ClH:27]. The catalyst is CC#N.[Cu]Cl. The product is [Cl:27][C:9]1[C:18]([O:19][CH:20]([CH3:22])[CH3:21])=[CH:17][C:12]([C:13]([O:15][CH3:16])=[O:14])=[CH:11][C:10]=1[O:23][CH:24]([CH3:26])[CH3:25]. The yield is 0.360.